Dataset: Catalyst prediction with 721,799 reactions and 888 catalyst types from USPTO. Task: Predict which catalyst facilitates the given reaction. Reactant: [Br:1][C:2]1[C:11]2[C:6](=[CH:7][CH:8]=[CH:9][CH:10]=2)[C:5]([NH2:12])=[CH:4][CH:3]=1.Br[CH2:14][CH2:15][O:16][CH2:17][CH2:18]Br.C(=O)([O-])[O-].[K+].[K+]. Product: [Br:1][C:2]1[C:11]2[C:6](=[CH:7][CH:8]=[CH:9][CH:10]=2)[C:5]([N:12]2[CH2:18][CH2:17][O:16][CH2:15][CH2:14]2)=[CH:4][CH:3]=1. The catalyst class is: 18.